Dataset: Catalyst prediction with 721,799 reactions and 888 catalyst types from USPTO. Task: Predict which catalyst facilitates the given reaction. (1) Reactant: [C:1]1([CH2:7][N:8]2[CH2:13][CH2:12][CH:11]([NH2:14])[CH2:10][CH2:9]2)[CH2:6][CH2:5][CH2:4][CH2:3][CH:2]=1.C(N(CC)CC)C.C1CN([P+](ON2N=NC3C=CC=CC2=3)(N2CCCC2)N2CCCC2)CC1.F[P-](F)(F)(F)(F)F.[C:55]([O:59][C:60](=[O:71])[CH2:61][C@@:62]1([C:68]([OH:70])=O)[C@H:66]([CH3:67])[CH2:65][NH:64][CH2:63]1)([CH3:58])([CH3:57])[CH3:56].Br[CH2:73][C:74]1[C:79]([C:80]([F:83])([F:82])[F:81])=[CH:78][CH:77]=[CH:76][C:75]=1[Cl:84].C(=O)([O-])[O-].[K+].[K+]. Product: [Cl:84][C:75]1[CH:76]=[CH:77][CH:78]=[C:79]([C:80]([F:81])([F:82])[F:83])[C:74]=1[CH2:73][N:64]1[CH2:65][C@@H:66]([CH3:67])[C@@:62]([CH2:61][C:60]([O:59][C:55]([CH3:56])([CH3:57])[CH3:58])=[O:71])([C:68](=[O:70])[NH:14][CH:11]2[CH2:12][CH2:13][N:8]([CH2:7][C:1]3[CH2:6][CH2:5][CH2:4][CH2:3][CH:2]=3)[CH2:9][CH2:10]2)[CH2:63]1. The catalyst class is: 145. (2) Reactant: [Cl:1][C:2]1[C:11]2[C:6](=[CH:7][C:8]([OH:14])=[C:9]([O:12][CH3:13])[CH:10]=2)[N:5]=[CH:4][N:3]=1.[O:15]1[C@H:19]2[CH2:20][N:21]([CH2:23][CH2:24]O)[CH2:22][C@H:18]2[O:17][CH2:16]1.C1(P(C2C=CC=CC=2)C2C=CC=CC=2)C=CC=CC=1.N(C(OC(C)C)=O)=NC(OC(C)C)=O. Product: [Cl:1][C:2]1[C:11]2[C:6](=[CH:7][C:8]([O:14][CH2:24][CH2:23][N:21]3[CH2:22][C@H:18]4[O:17][CH2:16][O:15][C@H:19]4[CH2:20]3)=[C:9]([O:12][CH3:13])[CH:10]=2)[N:5]=[CH:4][N:3]=1. The catalyst class is: 4. (3) Reactant: [CH3:1][N:2]([CH3:13])[C:3]1[CH:8]=[CH:7][C:6]([NH2:9])=[C:5]([N+:10]([O-])=O)[CH:4]=1. Product: [CH3:1][N:2]([CH3:13])[C:3]1[CH:4]=[C:5]([NH2:10])[C:6]([NH2:9])=[CH:7][CH:8]=1. The catalyst class is: 45. (4) Reactant: C[O:2][C:3]1[CH:8]=[CH:7][C:6]([N:9]2[CH2:14][CH2:13][N:12]([C:15]3[CH:20]=[CH:19][C:18]([N:21]4[C:25](=[O:26])[N:24](C(CCC)C)[N:23]=[CH:22]4)=[CH:17][CH:16]=3)[CH2:11][CH2:10]2)=[CH:5][CH:4]=1. Product: [OH:2][C:3]1[CH:4]=[CH:5][C:6]([N:9]2[CH2:10][CH2:11][N:12]([C:15]3[CH:16]=[CH:17][C:18]([N:21]4[C:25](=[O:26])[N:24]([CH2:5][CH2:4][CH2:3][CH2:8][CH3:7])[N:23]=[CH:22]4)=[CH:19][CH:20]=3)[CH2:13][CH2:14]2)=[CH:7][CH:8]=1. The catalyst class is: 201. (5) Reactant: CC(C)([O-])C.[K+].[CH2:7]([O:14][C:15](=[O:31])[CH2:16][N:17]=C(C1C=CC=CC=1)C1C=CC=CC=1)[C:8]1[CH:13]=[CH:12][CH:11]=[CH:10][CH:9]=1.[CH:32]1([C:35](Cl)=[O:36])[CH2:34][CH2:33]1.Cl.[F:39][C:40]1[CH:48]=[CH:47][C:43]([C:44](Cl)=[O:45])=[CH:42][CH:41]=1. Product: [CH2:7]([O:14][C:15](=[O:31])[CH:16]([NH:17][C:44](=[O:45])[C:43]1[CH:47]=[CH:48][C:40]([F:39])=[CH:41][CH:42]=1)[C:35]([CH:32]1[CH2:34][CH2:33]1)=[O:36])[C:8]1[CH:13]=[CH:12][CH:11]=[CH:10][CH:9]=1. The catalyst class is: 20. (6) Reactant: [CH2:1]([N:4]1[CH2:9][CH2:8][N:7]([C:10]2[CH:11]=[CH:12][C:13]([NH2:16])=[N:14][CH:15]=2)[CH2:6][CH2:5]1)[CH:2]=[CH2:3].[CH:17]([C:20]1[CH:25]=[CH:24][C:23]([S:26]([Cl:29])(=[O:28])=[O:27])=[CH:22][CH:21]=1)([CH3:19])[CH3:18].C(N(CC)CC)C. Product: [ClH:29].[CH2:1]([N:4]1[CH2:5][CH2:6][N:7]([C:10]2[CH:11]=[CH:12][C:13]([NH:16][S:26]([C:23]3[CH:24]=[CH:25][C:20]([CH:17]([CH3:19])[CH3:18])=[CH:21][CH:22]=3)(=[O:28])=[O:27])=[N:14][CH:15]=2)[CH2:8][CH2:9]1)[CH:2]=[CH2:3]. The catalyst class is: 7. (7) Reactant: [F:1][C:2]1[CH:3]=[N:4][C:5]([O:11][C:12]2[CH:17]=[CH:16][C:15]([F:18])=[CH:14][CH:13]=2)=[C:6]([CH:10]=1)[C:7]([OH:9])=O.Cl.[NH2:20][CH2:21][C:22]1[CH:31]=[CH:30][C:25]([C:26]([O:28][CH3:29])=[O:27])=[CH:24][CH:23]=1.Cl.CN(C)CCCN=C=NCC.O.ON1C2C=CC=CC=2N=N1. Product: [F:1][C:2]1[CH:10]=[C:6]([C:7]([NH:20][CH2:21][C:22]2[CH:23]=[CH:24][C:25]([C:26]([O:28][CH3:29])=[O:27])=[CH:30][CH:31]=2)=[O:9])[C:5]([O:11][C:12]2[CH:17]=[CH:16][C:15]([F:18])=[CH:14][CH:13]=2)=[N:4][CH:3]=1. The catalyst class is: 236.